Binary Classification. Given a drug SMILES string, predict its activity (active/inactive) in a high-throughput screening assay against a specified biological target. From a dataset of M1 muscarinic receptor agonist screen with 61,833 compounds. (1) The molecule is O=C(NCC(C)C)Cc1ccc(cc1)C. The result is 0 (inactive). (2) The molecule is S(c1n(c(nn1)c1ccncc1)C)CC(=O)Nc1scc(n1)C. The result is 0 (inactive). (3) The compound is FC(F)(F)c1cc(NC(=O)N)ccc1. The result is 0 (inactive).